From a dataset of Reaction yield outcomes from USPTO patents with 853,638 reactions. Predict the reaction yield, written as a fraction of the theoretical maximum amount of product (1.0 means a 100% yield; for example, 0.34 means a 34% yield). (1) The reactants are S(=O)(=O)(O)O.N[C:7]1[CH:15]=[CH:14][CH:13]=[C:12]([O:16][CH3:17])[C:8]=1[C:9]([OH:11])=[O:10].N([O-])=O.[Na+].[I-:22].[K+]. The catalyst is O. The product is [I:22][C:7]1[CH:15]=[CH:14][CH:13]=[C:12]([O:16][CH3:17])[C:8]=1[C:9]([OH:11])=[O:10]. The yield is 0.770. (2) The reactants are [Cl:1][C:2]1[N:7]=[CH:6][C:5]2[C:8]([NH:30][CH2:31][CH3:32])=[N:9][N:10]([C:11]([C:24]3[CH:29]=[CH:28][CH:27]=[CH:26][CH:25]=3)([C:18]3[CH:23]=[CH:22][CH:21]=[CH:20][CH:19]=3)[C:12]3[CH:17]=[CH:16][CH:15]=[CH:14][CH:13]=3)[C:4]=2[CH:3]=1.[Li+].C[Si]([N-][Si](C)(C)C)(C)C.[C:43](O[C:43]([O:45][C:46]([CH3:49])([CH3:48])[CH3:47])=[O:44])([O:45][C:46]([CH3:49])([CH3:48])[CH3:47])=[O:44].O. The catalyst is C1COCC1. The product is [Cl:1][C:2]1[N:7]=[CH:6][C:5]2[C:8]([N:30]([CH2:31][CH3:32])[C:43](=[O:44])[O:45][C:46]([CH3:49])([CH3:48])[CH3:47])=[N:9][N:10]([C:11]([C:18]3[CH:23]=[CH:22][CH:21]=[CH:20][CH:19]=3)([C:12]3[CH:13]=[CH:14][CH:15]=[CH:16][CH:17]=3)[C:24]3[CH:25]=[CH:26][CH:27]=[CH:28][CH:29]=3)[C:4]=2[CH:3]=1. The yield is 0.890. (3) The reactants are [H-].[Na+].[Br:3][C:4]1[CH:5]=[C:6]([NH:10][C:11]2[CH:12]=[N:13][CH:14]=[N:15][CH:16]=2)[CH:7]=[N:8][CH:9]=1.[CH3:17]I. The catalyst is C1COCC1.CCOC(C)=O. The product is [Br:3][C:4]1[CH:5]=[C:6]([N:10]([CH3:17])[C:11]2[CH:16]=[N:15][CH:14]=[N:13][CH:12]=2)[CH:7]=[N:8][CH:9]=1. The yield is 0.930. (4) The reactants are C([O:4][CH2:5][C:6]1[C:11]([N:12]2[CH2:17][CH2:16][C:15]3[C:18]4[CH2:24][CH2:23][CH2:22][CH2:21][C:19]=4[S:20][C:14]=3[C:13]2=[O:25])=[CH:10][C:9]([F:26])=[CH:8][C:7]=1Br)(=O)C.[CH3:28][N:29]([CH3:58])[CH2:30][CH2:31][N:32]([CH3:57])[C:33]1[CH:34]=[CH:35][C:36]([NH:39][C:40]2[C:41](=[O:56])[N:42]([CH3:55])[CH:43]=[C:44](B3OC(C)(C)C(C)(C)O3)[CH:45]=2)=[N:37][CH:38]=1. No catalyst specified. The product is [CH3:28][N:29]([CH3:58])[CH2:30][CH2:31][N:32]([CH3:57])[C:33]1[CH:34]=[CH:35][C:36]([NH:39][C:40]2[C:41](=[O:56])[N:42]([CH3:55])[CH:43]=[C:44]([C:7]3[C:6]([CH2:5][OH:4])=[C:11]([N:12]4[CH2:17][CH2:16][C:15]5[C:18]6[CH2:24][CH2:23][CH2:22][CH2:21][C:19]=6[S:20][C:14]=5[C:13]4=[O:25])[CH:10]=[C:9]([F:26])[CH:8]=3)[CH:45]=2)=[N:37][CH:38]=1. The yield is 0.0800. (5) The reactants are [CH3:1][P:2](=[O:7])([CH:5]=[CH2:6])[CH:3]=[CH2:4].[CH2:8]([NH2:15])[C:9]1[CH:14]=[CH:13][CH:12]=[CH:11][CH:10]=1. The catalyst is C1COCC1.O. The product is [CH2:8]([N:15]1[CH2:6][CH2:5][P:2](=[O:7])([CH3:1])[CH2:3][CH2:4]1)[C:9]1[CH:14]=[CH:13][CH:12]=[CH:11][CH:10]=1. The yield is 0.700.